This data is from CYP1A2 inhibition data for predicting drug metabolism from PubChem BioAssay. The task is: Regression/Classification. Given a drug SMILES string, predict its absorption, distribution, metabolism, or excretion properties. Task type varies by dataset: regression for continuous measurements (e.g., permeability, clearance, half-life) or binary classification for categorical outcomes (e.g., BBB penetration, CYP inhibition). Dataset: cyp1a2_veith. (1) The compound is O=[N+]([O-])c1nccn1C[C@H](O)CN1CCCCC1. The result is 0 (non-inhibitor). (2) The drug is CC[C@H](CO)NC(=O)[C@H]1C=C2c3cccc4[nH]cc(c34)C[C@@H]2N(C)C1. The result is 0 (non-inhibitor).